Predict the reaction yield, written as a fraction of the theoretical maximum amount of product (1.0 means a 100% yield; for example, 0.34 means a 34% yield). From a dataset of Reaction yield outcomes from USPTO patents with 853,638 reactions. (1) The reactants are [OH:1][C:2]1[CH:11]=[CH:10][C:9]([NH:12][S:13]([CH3:16])(=[O:15])=[O:14])=[CH:8][C:3]=1[C:4]([O:6][CH3:7])=[O:5].Br[CH2:18][CH:19]1[CH2:21][CH2:20]1.C([O-])([O-])=O.[K+].[K+].Cl. The catalyst is CC#N. The product is [CH:19]1([CH2:18][N:12]([C:9]2[CH:10]=[CH:11][C:2]([OH:1])=[C:3]([CH:8]=2)[C:4]([O:6][CH3:7])=[O:5])[S:13]([CH3:16])(=[O:15])=[O:14])[CH2:21][CH2:20]1. The yield is 0.733. (2) The reactants are [NH2:1][C:2]1[CH:9]=[CH:8][C:5]([C:6]#[N:7])=[C:4]([CH:10]2[CH2:12][CH2:11]2)[CH:3]=1.[C:13](N1C=CN=C1)(N1C=CN=C1)=[S:14]. The catalyst is C(Cl)Cl. The product is [CH:10]1([C:4]2[CH:3]=[C:2]([N:1]=[C:13]=[S:14])[CH:9]=[CH:8][C:5]=2[C:6]#[N:7])[CH2:11][CH2:12]1. The yield is 0.140. (3) The reactants are [Br:1][C:2]1[CH:7]=[CH:6][C:5]([CH2:8][C:9]([OH:11])=O)=[C:4]([F:12])[CH:3]=1.C(N(CC)CC)C.CC(C)(C)C(Cl)=O.[CH2:27]([C@H:34]1[CH2:38][O:37][C:36](=[O:39])[NH:35]1)[C:28]1[CH:33]=[CH:32][CH:31]=[CH:30][CH:29]=1.[Li+].C[Si]([N-][Si](C)(C)C)(C)C. The catalyst is C1(C)C=CC=CC=1.O1CCCC1.S(=O)(=O)(O)[O-].[Na+]. The product is [CH2:27]([C@H:34]1[CH2:38][O:37][C:36](=[O:39])[N:35]1[C:9](=[O:11])[CH2:8][C:5]1[CH:6]=[CH:7][C:2]([Br:1])=[CH:3][C:4]=1[F:12])[C:28]1[CH:29]=[CH:30][CH:31]=[CH:32][CH:33]=1. The yield is 0.420. (4) The reactants are [CH2:1]([O:3][C:4]([N:6]1[CH2:22][CH2:21][C:8]2([CH2:11][CH:10]([N:12]3[CH2:17][CH2:16][CH:15]([C:18](O)=[O:19])[CH2:14][CH2:13]3)[CH2:9]2)[CH2:7]1)=[O:5])[CH3:2].C[N:24]([CH:26]=O)C.CN(C(ON1N=N[C:38]2[CH:39]=CC=N[C:37]1=2)=[N+](C)C)C.F[P-](F)(F)(F)(F)F.CCN(C(C)C)C(C)C. No catalyst specified. The product is [CH3:37][CH:38]([CH3:39])[CH2:26][NH:24][C:18]([CH:15]1[CH2:14][CH2:13][N:12]([CH:10]2[CH2:9][C:8]3([CH2:21][CH2:22][N:6]([C:4]([O:3][CH2:1][CH3:2])=[O:5])[CH2:7]3)[CH2:11]2)[CH2:17][CH2:16]1)=[O:19]. The yield is 0.377.